From a dataset of Forward reaction prediction with 1.9M reactions from USPTO patents (1976-2016). Predict the product of the given reaction. (1) Given the reactants [CH2:1]([O:3][C:4]([C:6]1[CH:7]=[C:8]([F:28])[C:9]([N:19]2[CH2:24][CH2:23][CH:22]([C:25]([OH:27])=O)[CH2:21][CH2:20]2)=[N:10][C:11]=1[CH2:12][N:13]1[CH2:17][CH2:16][CH2:15][C:14]1=[O:18])=[O:5])[CH3:2].[C:29]1([CH2:35][S:36]([NH2:39])(=[O:38])=[O:37])[CH:34]=[CH:33][CH:32]=[CH:31][CH:30]=1, predict the reaction product. The product is: [CH2:35]([S:36]([NH:39][C:25]([CH:22]1[CH2:21][CH2:20][N:19]([C:9]2[C:8]([F:28])=[CH:7][C:6]([C:4]([O:3][CH2:1][CH3:2])=[O:5])=[C:11]([CH2:12][N:13]3[CH2:17][CH2:16][CH2:15][C:14]3=[O:18])[N:10]=2)[CH2:24][CH2:23]1)=[O:27])(=[O:38])=[O:37])[C:29]1[CH:34]=[CH:33][CH:32]=[CH:31][CH:30]=1. (2) The product is: [CH3:1][O:2][C:3]1[CH:12]=[C:11]2[C:6]([C:7]([O:13][CH2:14][C:15]3[N:19]4[CH:20]=[C:21]([C:24]([NH2:25])=[O:27])[CH:22]=[CH:23][C:18]4=[N:17][N:16]=3)=[CH:8][CH:9]=[N:10]2)=[CH:5][CH:4]=1. Given the reactants [CH3:1][O:2][C:3]1[CH:12]=[C:11]2[C:6]([C:7]([O:13][CH2:14][C:15]3[N:19]4[CH:20]=[C:21]([C:24]#[N:25])[CH:22]=[CH:23][C:18]4=[N:17][N:16]=3)=[CH:8][CH:9]=[N:10]2)=[CH:5][CH:4]=1.C(=O)(O)[O-:27].[Na+], predict the reaction product. (3) The product is: [Cl:1][C:2]1[CH:3]=[C:4]([CH:7]=[C:8]([O:10][C:11]2[C:12](=[O:21])[N:13]([CH2:29][C:30]3[C:38]4[C:33](=[N:34][C:35]([NH:39][CH2:40][C:41]5[CH:42]=[CH:43][C:44]([O:47][CH3:48])=[CH:45][CH:46]=5)=[CH:36][CH:37]=4)[N:32]([CH2:49][C:50]4[CH:51]=[CH:52][C:53]([O:56][CH3:57])=[CH:54][CH:55]=4)[N:31]=3)[CH:14]=[CH:15][C:16]=2[C:17]([F:18])([F:19])[F:20])[CH:9]=1)[C:5]#[N:6]. Given the reactants [Cl:1][C:2]1[CH:3]=[C:4]([CH:7]=[C:8]([O:10][C:11]2[C:12](=[O:21])[NH:13][CH:14]=[CH:15][C:16]=2[C:17]([F:20])([F:19])[F:18])[CH:9]=1)[C:5]#[N:6].C(=O)([O-])[O-].[K+].[K+].Cl[CH2:29][C:30]1[C:38]2[C:33](=[N:34][C:35]([NH:39][CH2:40][C:41]3[CH:46]=[CH:45][C:44]([O:47][CH3:48])=[CH:43][CH:42]=3)=[CH:36][CH:37]=2)[N:32]([CH2:49][C:50]2[CH:55]=[CH:54][C:53]([O:56][CH3:57])=[CH:52][CH:51]=2)[N:31]=1, predict the reaction product. (4) The product is: [Br:1][C:2]1[CH:3]=[C:4]([NH:16][C:20]2[C:29]3[C:24](=[CH:25][C:26]([F:31])=[CH:27][C:28]=3[F:30])[N:23]=[C:22]([C:32]3[CH:37]=[CH:36][CH:35]=[CH:34][N:33]=3)[C:21]=2[CH3:38])[C:5]([C:8]2[CH:13]=[CH:12][CH:11]=[C:10]([O:14][CH3:15])[CH:9]=2)=[N:6][CH:7]=1. Given the reactants [Br:1][C:2]1[CH:3]=[C:4]([NH2:16])[C:5]([C:8]2[CH:13]=[CH:12][CH:11]=[C:10]([O:14][CH3:15])[CH:9]=2)=[N:6][CH:7]=1.[H-].[Na+].Cl[C:20]1[C:29]2[C:24](=[CH:25][C:26]([F:31])=[CH:27][C:28]=2[F:30])[N:23]=[C:22]([C:32]2[CH:37]=[CH:36][CH:35]=[CH:34][N:33]=2)[C:21]=1[CH3:38].C(=O)([O-])[O-].[Na+].[Na+], predict the reaction product. (5) Given the reactants F[C:2]1[CH:7]=[C:6]([C:8]2[C:9]([C:17]3[CH:22]=[CH:21][C:20]([F:23])=[CH:19][CH:18]=3)=[N:10][N:11]3[CH:16]=[CH:15][CH:14]=[CH:13][C:12]=23)[CH:5]=[C:4]([F:24])[N:3]=1.[CH2:25]([NH2:32])[C:26]1[CH:31]=[CH:30][CH:29]=[CH:28][CH:27]=1, predict the reaction product. The product is: [CH2:25]([NH:32][C:2]1[CH:7]=[C:6]([C:8]2[C:9]([C:17]3[CH:18]=[CH:19][C:20]([F:23])=[CH:21][CH:22]=3)=[N:10][N:11]3[CH:16]=[CH:15][CH:14]=[CH:13][C:12]=23)[CH:5]=[C:4]([F:24])[N:3]=1)[C:26]1[CH:31]=[CH:30][CH:29]=[CH:28][CH:27]=1.